From a dataset of CYP2D6 inhibition data for predicting drug metabolism from PubChem BioAssay. Regression/Classification. Given a drug SMILES string, predict its absorption, distribution, metabolism, or excretion properties. Task type varies by dataset: regression for continuous measurements (e.g., permeability, clearance, half-life) or binary classification for categorical outcomes (e.g., BBB penetration, CYP inhibition). Dataset: cyp2d6_veith. (1) The compound is COc1cccc(-c2cc(NCCc3c[nH]c4ccc(OC)cc34)ncn2)c1. The result is 1 (inhibitor). (2) The compound is CCCCNCCOCCOc1ccc(C)cc1[N+](=O)[O-].O=C(O)C(=O)O. The result is 1 (inhibitor). (3) The molecule is C[C@@H](N1CCOCC1)[C@@](O)(c1ccccc1)c1ccccn1. The result is 0 (non-inhibitor). (4) The drug is Cc1cccc(C)c1-n1nnnc1C(C)(C)N=Cc1ccc(Cl)cc1. The result is 1 (inhibitor).